Dataset: Forward reaction prediction with 1.9M reactions from USPTO patents (1976-2016). Task: Predict the product of the given reaction. (1) Given the reactants [CH2:1]([O:3][C@@H:4]([CH2:10][C:11]1[CH:16]=[CH:15][C:14]([O:17][CH2:18]/[CH:19]=[C:20](/[C:22]2[CH:27]=[CH:26][C:25]([C:28]3[CH:33]=[C:32]([Cl:34])[CH:31]=[CH:30][C:29]=3[O:35][CH3:36])=[CH:24][CH:23]=2)\[CH3:21])=[CH:13][CH:12]=1)[C:5]([O:7]CC)=[O:6])[CH3:2].[OH-].[Na+], predict the reaction product. The product is: [Cl:34][C:32]1[CH:31]=[CH:30][C:29]([O:35][CH3:36])=[C:28]([C:25]2[CH:26]=[CH:27][C:22](/[C:20](/[CH3:21])=[CH:19]/[CH2:18][O:17][C:14]3[CH:15]=[CH:16][C:11]([CH2:10][C@H:4]([O:3][CH2:1][CH3:2])[C:5]([OH:7])=[O:6])=[CH:12][CH:13]=3)=[CH:23][CH:24]=2)[CH:33]=1. (2) Given the reactants Cl[CH2:2][C:3]([NH:5][C:6]1[CH:11]=[CH:10][C:9]([O:12][CH3:13])=[CH:8][C:7]=1[OH:14])=[O:4].C(=O)([O-])[O-].[K+].[K+].[I-].[Na+].O, predict the reaction product. The product is: [CH3:13][O:12][C:9]1[CH:10]=[CH:11][C:6]2[NH:5][C:3](=[O:4])[CH2:2][O:14][C:7]=2[CH:8]=1.